From a dataset of Full USPTO retrosynthesis dataset with 1.9M reactions from patents (1976-2016). Predict the reactants needed to synthesize the given product. (1) Given the product [Br:6][C:7]1[CH:17]=[CH:16][C:10]([OH:11])=[C:9]([Cl:18])[C:8]=1[CH3:2], predict the reactants needed to synthesize it. The reactants are: [Li][CH2:2]CCC.[Br:6][C:7]1[CH:17]=[CH:16][C:10]([O:11][Si](C)(C)C)=[C:9]([Cl:18])[CH:8]=1.CI. (2) Given the product [N:1]([C@H:4]([C@@H:7]([CH2:8][NH:9][C:13]([O:15][C:16]([CH3:17])([CH3:19])[CH3:18])=[O:14])[OH:11])[CH2:5][CH3:6])=[N+:2]=[N-:3], predict the reactants needed to synthesize it. The reactants are: [N:1]([C@H:4]([C@@H:7]1[O:11]C(=O)[N:9]([C:13]([O:15][C:16]([CH3:19])([CH3:18])[CH3:17])=[O:14])[CH2:8]1)[CH2:5][CH3:6])=[N+:2]=[N-:3].C(=O)([O-])[O-].[Cs+].[Cs+]. (3) Given the product [Cl:1][C:2]1[CH:3]=[C:4]([C:12]2[S:16][C:15]([C:17]3[C:18]([CH2:26][CH3:27])=[C:19]([CH2:23][CH2:24][N:28]4[CH2:36][CH2:35][CH2:34][C@H:29]4[C:30]([OH:32])=[O:31])[CH:20]=[CH:21][CH:22]=3)=[N:14][N:13]=2)[CH:5]=[CH:6][C:7]=1[O:8][CH:9]([CH3:11])[CH3:10], predict the reactants needed to synthesize it. The reactants are: [Cl:1][C:2]1[CH:3]=[C:4]([C:12]2[S:16][C:15]([C:17]3[C:18]([CH2:26][CH3:27])=[C:19]([CH2:23][CH:24]=O)[CH:20]=[CH:21][CH:22]=3)=[N:14][N:13]=2)[CH:5]=[CH:6][C:7]=1[O:8][CH:9]([CH3:11])[CH3:10].[NH:28]1[CH2:36][CH2:35][CH2:34][C@H:29]1[C:30]([O:32]C)=[O:31].CC(O)=O.C(O[BH-](OC(=O)C)OC(=O)C)(=O)C.[Na+].[OH-].[Na+]. (4) Given the product [C:1]([O:7][CH2:8][C:9]1[S:10][CH:13]=[C:14]([C:15]([O:17][CH2:19][CH3:20])=[O:16])[N:11]=1)(=[O:6])[C:2]([CH3:5])([CH3:4])[CH3:3], predict the reactants needed to synthesize it. The reactants are: [C:1]([O:7][CH2:8][C:9]([NH2:11])=[S:10])(=[O:6])[C:2]([CH3:5])([CH3:4])[CH3:3].Br[CH2:13][C:14](=O)[C:15]([OH:17])=[O:16].[CH3:19][CH2:20]O. (5) Given the product [Cl:1][C:2]1[CH:3]=[CH:4][C:5]([C:6]([CH:8]([C:11]#[N:12])[C:9]#[N:10])([CH3:15])[CH3:7])=[CH:13][CH:14]=1, predict the reactants needed to synthesize it. The reactants are: [Cl:1][C:2]1[CH:14]=[CH:13][C:5]([C:6](=[C:8]([C:11]#[N:12])[C:9]#[N:10])[CH3:7])=[CH:4][CH:3]=1.[CH3:15][Mg]I.Cl. (6) Given the product [O:32]1[CH2:38][CH2:37][CH2:36][O:35][C:34]2[CH:39]=[C:40]([NH:43][C:20]([N:13]3[C@@H:14]4[CH2:18][N:17]([CH2:16][CH2:15]4)[C:11]4[CH:10]=[CH:9][C:8]([C:6]5[CH:5]=[CH:4][N:3]=[C:2]([CH3:1])[CH:7]=5)=[N:19][C:12]3=4)=[O:21])[CH:41]=[CH:42][C:33]1=2, predict the reactants needed to synthesize it. The reactants are: [CH3:1][C:2]1[CH:7]=[C:6]([C:8]2[CH:9]=[CH:10][C:11]3[N:17]4[CH2:18][C@H:14]([CH2:15][CH2:16]4)[NH:13][C:12]=3[N:19]=2)[CH:5]=[CH:4][N:3]=1.[C:20](OC(Cl)(Cl)Cl)(OC(Cl)(Cl)Cl)=[O:21].[O:32]1[CH2:38][CH2:37][CH2:36][O:35][C:34]2[CH:39]=[C:40]([NH2:43])[CH:41]=[CH:42][C:33]1=2.C(N(CC)CC)C. (7) Given the product [CH2:1]([O:28][CH2:29][O:38][CH2:37][CH2:36][N:31]1[CH:35]=[CH:34][N:33]=[CH:32]1)[CH:2]([CH2:4][CH2:5][CH2:6][C@H:7]([C@@H:9]1[C@:26]2([CH3:27])[C@H:12]([C@H:13]3[C@H:23]([CH2:24][CH2:25]2)[C@:21]2([CH3:22])[CH:16]([CH2:17][CH2:18][CH2:19][CH2:20]2)[CH2:15][CH2:14]3)[CH2:11][CH2:10]1)[CH3:8])[CH3:3], predict the reactants needed to synthesize it. The reactants are: [CH2:1]([O:28][CH2:29]Cl)[CH:2]([CH2:4][CH2:5][CH2:6][C@H:7]([C@@H:9]1[C@:26]2([CH3:27])[C@H:12]([C@H:13]3[C@H:23]([CH2:24][CH2:25]2)[C@:21]2([CH3:22])[CH:16]([CH2:17][CH2:18][CH2:19][CH2:20]2)[CH2:15][CH2:14]3)[CH2:11][CH2:10]1)[CH3:8])[CH3:3].[N:31]1([CH2:36][CH2:37][OH:38])[CH:35]=[CH:34][N:33]=[CH:32]1.C(O[K])(C)(C)C.